From a dataset of Reaction yield outcomes from USPTO patents with 853,638 reactions. Predict the reaction yield, written as a fraction of the theoretical maximum amount of product (1.0 means a 100% yield; for example, 0.34 means a 34% yield). The reactants are C([SiH2][O:6][C:7](C)(C)[C:8]1[CH:13]=[C:12]([NH:14][C:15]2[CH:20]=[CH:19][C:18]([O:21][C:22]([F:25])([F:24])[F:23])=[CH:17][CH:16]=2)[N:11]=[C:10]([NH:26][C:27]2[CH:32]=[CH:31][C:30]([N:33]3[CH:37]=[C:36]([CH3:38])[N:35]=[CH:34]3)=[C:29]([O:39][CH3:40])[CH:28]=2)[CH:9]=1)(C)(C)C.[F-].C([N+](CCCC)(CCCC)CCCC)CCC. The catalyst is O1CCCC1. The product is [CH3:40][O:39][C:29]1[CH:28]=[C:27]([NH:26][C:10]2[CH:9]=[C:8]([CH2:7][OH:6])[CH:13]=[C:12]([NH:14][C:15]3[CH:20]=[CH:19][C:18]([O:21][C:22]([F:24])([F:25])[F:23])=[CH:17][CH:16]=3)[N:11]=2)[CH:32]=[CH:31][C:30]=1[N:33]1[CH:37]=[C:36]([CH3:38])[N:35]=[CH:34]1. The yield is 0.100.